This data is from Reaction yield outcomes from USPTO patents with 853,638 reactions. The task is: Predict the reaction yield, written as a fraction of the theoretical maximum amount of product (1.0 means a 100% yield; for example, 0.34 means a 34% yield). (1) The reactants are [C:1]([C:3]([C:12]1([CH3:22])[CH2:17][C:16]([CH3:19])([CH3:18])[CH2:15][C:14]([CH3:21])([CH3:20])[CH2:13]1)([CH2:9][CH:10]=[CH2:11])C(OCC)=O)#[N:2].[Cl-:23].[Li+].[H-].[Al+3].[Li+].[H-].[H-].[H-].[OH-].[Na+]. The catalyst is CS(C)=O.C(OCC)C.O. The product is [ClH:23].[CH3:22][C:12]1([CH:3]([CH2:9][CH:10]=[CH2:11])[CH2:1][NH2:2])[CH2:17][C:16]([CH3:18])([CH3:19])[CH2:15][C:14]([CH3:20])([CH3:21])[CH2:13]1. The yield is 0.310. (2) The reactants are [CH3:1][O:2][C:3]1[CH:4]=[C:5]2[C:9](=[CH:10][CH:11]=1)[N:8]([CH3:12])[CH:7]=[C:6]2[C:13]1[N:23]([CH2:24][O:25][CH2:26][CH2:27][Si:28]([CH3:31])([CH3:30])[CH3:29])[C:16]2=[N:17][CH:18]=[C:19]([CH2:21][NH2:22])[N:20]=[C:15]2[CH:14]=1.[CH:32](OCC)=[O:33]. No catalyst specified. The product is [CH3:1][O:2][C:3]1[CH:4]=[C:5]2[C:9](=[CH:10][CH:11]=1)[N:8]([CH3:12])[CH:7]=[C:6]2[C:13]1[N:23]([CH2:24][O:25][CH2:26][CH2:27][Si:28]([CH3:30])([CH3:29])[CH3:31])[C:16]2=[N:17][CH:18]=[C:19]([CH2:21][NH:22][CH:32]=[O:33])[N:20]=[C:15]2[CH:14]=1. The yield is 1.00. (3) The reactants are Br[Zn][CH2:3][C:4]([O:6][CH2:7][CH3:8])=[O:5].[CH3:9][C:10](=O)/[CH:11]=[CH:12]/[CH2:13][CH2:14][CH2:15][CH2:16][CH3:17].Cl.C(OCC)(=[O:22])C. The catalyst is C1COCC1. The product is [OH:22][C:12]([CH2:13][CH2:14][CH2:15][CH2:16][CH3:17])(/[CH:11]=[CH:10]/[CH3:9])[CH2:3][C:4]([O:6][CH2:7][CH3:8])=[O:5]. The yield is 0.990. (4) The yield is 0.480. The product is [CH2:8]([O:10][C:11]1[CH:16]=[C:15]([C:17]([CH3:21])([CH3:20])[CH2:18][OH:19])[CH:14]=[CH:13][C:12]=1[C:26]([O:27][CH3:28])=[O:24])[CH3:9].[CH2:8]([O:10][C:11]1[CH:16]=[C:15]([C:17]([CH3:21])([CH3:20])[CH2:18][OH:19])[CH:14]=[CH:13][C:12]=1[I:22])[CH3:9]. The catalyst is CO.C([O-])(=O)C.[Pd+2].C([O-])(=O)C. The reactants are C(N(CC)CC)C.[CH2:8]([O:10][C:11]1[CH:16]=[C:15]([C:17]([CH3:21])([CH3:20])[CH2:18][OH:19])[CH:14]=[CH:13][C:12]=1[I:22])[CH3:9].[C]=[O:24].C[CH2:26][O:27][CH2:28]C. (5) The reactants are [NH:1]1[C:9]2[CH2:8][CH:7]([C:10]([O:12][CH3:13])=[O:11])[CH2:6][CH2:5][C:4]=2[CH:3]=[N:2]1.O1CCC[CH2:15]1.[H-].[Na+].IC. No catalyst specified. The product is [CH3:15][N:1]1[C:9]2[CH2:8][CH:7]([C:10]([O:12][CH3:13])=[O:11])[CH2:6][CH2:5][C:4]=2[CH:3]=[N:2]1. The yield is 0.880. (6) The reactants are [Cl:1][C:2]1[S:6][C:5]([S:7]([NH:10][CH2:11][C:12]2[CH:21]=[CH:20][C:15]([C:16]([O:18][CH3:19])=[O:17])=[CH:14][CH:13]=2)(=[O:9])=[O:8])=[CH:4][CH:3]=1.[CH3:22][CH:23](O)[CH3:24].C1(P(C2C=CC=CC=2)C2C=CC=CC=2)C=CC=CC=1.N(C(OC(C)C)=O)=NC(OC(C)C)=O. The catalyst is C(OCC)(=O)C. The product is [Cl:1][C:2]1[S:6][C:5]([S:7]([N:10]([CH2:11][C:12]2[CH:21]=[CH:20][C:15]([C:16]([O:18][CH3:19])=[O:17])=[CH:14][CH:13]=2)[CH:23]([CH3:24])[CH3:22])(=[O:9])=[O:8])=[CH:4][CH:3]=1. The yield is 0.670. (7) The reactants are [NH2:1][C:2]1[C:3]([NH:17][CH2:18][CH:19]2[CH2:24][CH2:23][CH2:22][N:21](C(OCCCC)=O)[CH2:20]2)=[CH:4][C:5]([NH:8][C:9]2[CH:14]=[N:13][C:12]([C:15]#[N:16])=[CH:11][N:10]=2)=[N:6][CH:7]=1.CO[CH:34]1[CH2:38][CH2:37][CH:36](OC)O1.C(O)(=O)C. The catalyst is ClCCCl.CO. The product is [NH:21]1[CH2:22][CH2:23][CH2:24][CH:19]([CH2:18][NH:17][C:3]2[C:2]([N:1]3[CH:34]=[CH:38][CH:37]=[CH:36]3)=[CH:7][N:6]=[C:5]([NH:8][C:9]3[N:10]=[CH:11][C:12]([C:15]#[N:16])=[N:13][CH:14]=3)[CH:4]=2)[CH2:20]1. The yield is 0.0400.